Dataset: Full USPTO retrosynthesis dataset with 1.9M reactions from patents (1976-2016). Task: Predict the reactants needed to synthesize the given product. (1) Given the product [CH2:13]([O:12][C:6]1[CH:7]=[N:8][C:9]2[C:4]([CH:5]=1)=[CH:3][C:2]([O:15][CH2:18][C:19]1[C:24](=[O:25])[CH:23]=[CH:22][N:21]([C:26]3[CH:27]=[N:28][N:29]([CH3:31])[CH:30]=3)[N:20]=1)=[CH:11][CH:10]=2)[CH3:14], predict the reactants needed to synthesize it. The reactants are: Cl[C:2]1[CH:3]=[C:4]2[C:9](=[CH:10][CH:11]=1)[N:8]=[CH:7][C:6]([O:12][CH2:13][CH3:14])=[CH:5]2.[OH-:15].[K+].Cl[CH2:18][C:19]1[C:24](=[O:25])[CH:23]=[CH:22][N:21]([C:26]2[CH:27]=[N:28][N:29]([CH3:31])[CH:30]=2)[N:20]=1. (2) Given the product [Br:1][C:2]1[C:7]([O:19][CH2:17][CH3:18])=[N:6][C:5]([NH2:11])=[N:4][C:3]=1[C:12]1[O:13][CH:14]=[CH:15][CH:16]=1, predict the reactants needed to synthesize it. The reactants are: [Br:1][C:2]1[C:3]([C:12]2[O:13][CH:14]=[CH:15][CH:16]=2)=[N:4][C:5]([NH2:11])=[N:6][C:7]=1S(C)=O.[CH2:17]([OH:19])[CH3:18].C1CCN2C(=NCCC2)CC1. (3) Given the product [C:1]([O:5][C:6]([N:8]([CH2:31][CH2:32][C:33]1[CH:38]=[CH:37][CH:36]=[CH:35][N:34]=1)[C:9]1[CH:10]=[CH:11][C:12]([NH:13][C:14]([C:16]2[CH:21]=[CH:20][CH:19]=[CH:18][C:17]=2[C:22]2[CH:27]=[CH:26][C:25]([O:28][CH2:49][CH2:48][N:47]([CH3:51])[CH3:46])=[CH:24][CH:23]=2)=[O:15])=[CH:29][CH:30]=1)=[O:7])([CH3:4])([CH3:2])[CH3:3], predict the reactants needed to synthesize it. The reactants are: [C:1]([O:5][C:6]([N:8]([CH2:31][CH2:32][C:33]1[CH:38]=[CH:37][CH:36]=[CH:35][N:34]=1)[C:9]1[CH:30]=[CH:29][C:12]([NH:13][C:14]([C:16]2[CH:21]=[CH:20][CH:19]=[CH:18][C:17]=2[C:22]2[CH:27]=[CH:26][C:25]([OH:28])=[CH:24][CH:23]=2)=[O:15])=[CH:11][CH:10]=1)=[O:7])([CH3:4])([CH3:3])[CH3:2].C(=O)([O-])[O-].[K+].[K+].Cl.[CH3:46][N:47]([CH3:51])[CH2:48][CH2:49]Cl. (4) Given the product [CH3:12][C:13]([C:15]1[CH:20]=[CH:19][CH:18]=[CH:17][CH:16]=1)([S:11][C:7]1[CH:6]=[C:5]([N+:2]([O-:4])=[O:3])[CH:10]=[CH:9][CH:8]=1)[CH3:14], predict the reactants needed to synthesize it. The reactants are: O.[N+:2]([C:5]1[CH:6]=[C:7]([SH:11])[CH:8]=[CH:9][CH:10]=1)([O-:4])=[O:3].[CH3:12][C:13]([C:15]1[CH:20]=[CH:19][CH:18]=[CH:17][CH:16]=1)=[CH2:14]. (5) Given the product [O:75]=[C:66]1[NH:67][C:68]2[CH:74]=[N:73][CH:72]=[CH:71][C:69]=2[CH2:70][N:65]1[CH:62]1[CH2:61][CH2:60][N:59]([C:35]([NH:1][C@@H:2]2[N:8]=[C:7]([C:9]3[CH:10]=[CH:11][CH:12]=[CH:13][CH:14]=3)[C:6]3[CH:15]=[CH:16][CH:17]=[CH:18][C:5]=3[N:4]([CH2:19][C:20]([F:21])([F:23])[F:22])[C:3]2=[O:24])=[O:36])[CH2:64][CH2:63]1, predict the reactants needed to synthesize it. The reactants are: [NH2:1][CH:2]1[N:8]=[C:7]([C:9]2[CH:14]=[CH:13][CH:12]=[CH:11][CH:10]=2)[C:6]2[CH:15]=[CH:16][CH:17]=[CH:18][C:5]=2[N:4]([CH2:19][C:20]([F:23])([F:22])[F:21])[C:3]1=[O:24].C1C([N+]([O-])=O)=CC=C([Cl-][C:35]([O-])=[O:36])C=1.C(N(CC)CC)C.OC(C(F)(F)F)=O.OC(C(F)(F)F)=O.[NH:59]1[CH2:64][CH2:63][CH:62]([N:65]2[CH2:70][C:69]3[CH:71]=[CH:72][N:73]=[CH:74][C:68]=3[NH:67][C:66]2=[O:75])[CH2:61][CH2:60]1. (6) Given the product [Br-:1].[CH3:10][O:9][C:7]([C:6]1[CH:11]=[CH:12][C:3]([CH2:2][P+:19]([C:20]2[CH:21]=[CH:22][CH:23]=[CH:24][CH:25]=2)([C:26]2[CH:31]=[CH:30][CH:29]=[CH:28][CH:27]=2)[C:16]2[CH:15]=[CH:14][CH:13]=[CH:18][CH:17]=2)=[CH:4][CH:5]=1)=[O:8], predict the reactants needed to synthesize it. The reactants are: [Br:1][CH2:2][C:3]1[CH:12]=[CH:11][C:6]([C:7]([O:9][CH3:10])=[O:8])=[CH:5][CH:4]=1.[CH:13]1[CH:18]=[CH:17][C:16]([P:19]([C:26]2[CH:31]=[CH:30][CH:29]=[CH:28][CH:27]=2)[C:20]2[CH:25]=[CH:24][CH:23]=[CH:22][CH:21]=2)=[CH:15][CH:14]=1. (7) Given the product [CH2:15]([O:10][CH2:1][CH2:2][O:3][CH2:4][CH2:5][O:6][CH2:7][CH2:8][OH:9])[C:14]#[CH:13], predict the reactants needed to synthesize it. The reactants are: [CH2:1]([OH:10])[CH2:2][O:3][CH2:4][CH2:5][O:6][CH2:7][CH2:8][OH:9].[H-].[Na+].[CH2:13](Br)[C:14]#[CH:15].Cl.